Dataset: NCI-60 drug combinations with 297,098 pairs across 59 cell lines. Task: Regression. Given two drug SMILES strings and cell line genomic features, predict the synergy score measuring deviation from expected non-interaction effect. (1) Drug 1: C1CC(C1)(C(=O)O)C(=O)O.[NH2-].[NH2-].[Pt+2]. Drug 2: CC1=C2C(C(=O)C3(C(CC4C(C3C(C(C2(C)C)(CC1OC(=O)C(C(C5=CC=CC=C5)NC(=O)C6=CC=CC=C6)O)O)OC(=O)C7=CC=CC=C7)(CO4)OC(=O)C)O)C)OC(=O)C. Cell line: MOLT-4. Synergy scores: CSS=48.3, Synergy_ZIP=3.15, Synergy_Bliss=2.85, Synergy_Loewe=-17.8, Synergy_HSA=1.63. (2) Drug 1: CC=C1C(=O)NC(C(=O)OC2CC(=O)NC(C(=O)NC(CSSCCC=C2)C(=O)N1)C(C)C)C(C)C. Drug 2: C#CCC(CC1=CN=C2C(=N1)C(=NC(=N2)N)N)C3=CC=C(C=C3)C(=O)NC(CCC(=O)O)C(=O)O. Cell line: OVCAR3. Synergy scores: CSS=65.7, Synergy_ZIP=0.283, Synergy_Bliss=-2.38, Synergy_Loewe=-11.0, Synergy_HSA=-0.882. (3) Drug 1: C(CC(=O)O)C(=O)CN.Cl. Drug 2: CC1CCCC2(C(O2)CC(NC(=O)CC(C(C(=O)C(C1O)C)(C)C)O)C(=CC3=CSC(=N3)C)C)C. Cell line: EKVX. Synergy scores: CSS=9.83, Synergy_ZIP=-9.15, Synergy_Bliss=-9.04, Synergy_Loewe=-7.77, Synergy_HSA=-5.78. (4) Drug 1: CN(C)N=NC1=C(NC=N1)C(=O)N. Drug 2: CC1=C2C(C(=O)C3(C(CC4C(C3C(C(C2(C)C)(CC1OC(=O)C(C(C5=CC=CC=C5)NC(=O)C6=CC=CC=C6)O)O)OC(=O)C7=CC=CC=C7)(CO4)OC(=O)C)O)C)OC(=O)C. Cell line: UACC-257. Synergy scores: CSS=-0.0240, Synergy_ZIP=-7.86, Synergy_Bliss=-6.42, Synergy_Loewe=-41.1, Synergy_HSA=-11.1. (5) Drug 1: COC1=C(C=C2C(=C1)N=CN=C2NC3=CC(=C(C=C3)F)Cl)OCCCN4CCOCC4. Drug 2: C1=C(C(=O)NC(=O)N1)N(CCCl)CCCl. Cell line: BT-549. Synergy scores: CSS=28.1, Synergy_ZIP=-11.7, Synergy_Bliss=-6.74, Synergy_Loewe=-17.5, Synergy_HSA=-3.37. (6) Synergy scores: CSS=24.6, Synergy_ZIP=11.0, Synergy_Bliss=13.4, Synergy_Loewe=7.82, Synergy_HSA=11.0. Drug 2: C1=NC(=NC(=O)N1C2C(C(C(O2)CO)O)O)N. Cell line: MDA-MB-435. Drug 1: CC1=C2C(C(=O)C3(C(CC4C(C3C(C(C2(C)C)(CC1OC(=O)C(C(C5=CC=CC=C5)NC(=O)OC(C)(C)C)O)O)OC(=O)C6=CC=CC=C6)(CO4)OC(=O)C)O)C)O. (7) Drug 1: CCCCC(=O)OCC(=O)C1(CC(C2=C(C1)C(=C3C(=C2O)C(=O)C4=C(C3=O)C=CC=C4OC)O)OC5CC(C(C(O5)C)O)NC(=O)C(F)(F)F)O. Drug 2: C1=NNC2=C1C(=O)NC=N2. Cell line: SNB-19. Synergy scores: CSS=44.7, Synergy_ZIP=-1.04, Synergy_Bliss=-3.89, Synergy_Loewe=-21.0, Synergy_HSA=-3.28.